From a dataset of CYP1A2 inhibition data for predicting drug metabolism from PubChem BioAssay. Regression/Classification. Given a drug SMILES string, predict its absorption, distribution, metabolism, or excretion properties. Task type varies by dataset: regression for continuous measurements (e.g., permeability, clearance, half-life) or binary classification for categorical outcomes (e.g., BBB penetration, CYP inhibition). Dataset: cyp1a2_veith. (1) The molecule is C=C(C)c1cccc(C(C)(C)NC(=O)Nc2cc(C)ccc2OC)c1. The result is 1 (inhibitor). (2) The compound is CCS(=O)(=O)CCn1c([N+](=O)[O-])cnc1C. The result is 0 (non-inhibitor). (3) The molecule is COc1ccc(OC)c(Nc2nc(-c3cccc([N+](=O)[O-])c3)nc3ccccc23)c1. The result is 0 (non-inhibitor). (4) The drug is CC(=O)O[C@]1(C)N=NC2(CCCCC2)O1. The result is 0 (non-inhibitor). (5) The compound is COCCNC(=O)COc1ccc(OCCNC[C@@H](O)COc2ccccc2)cc1. The result is 0 (non-inhibitor). (6) The result is 0 (non-inhibitor). The drug is NC[C@H](O)C1CCCCCCC1.